Dataset: Full USPTO retrosynthesis dataset with 1.9M reactions from patents (1976-2016). Task: Predict the reactants needed to synthesize the given product. (1) Given the product [Cl:1][C:2]1[N:7]=[C:6]([C:16]([O:18][CH2:19][CH3:20])=[CH2:17])[CH:5]=[CH:4][N:3]=1, predict the reactants needed to synthesize it. The reactants are: [Cl:1][C:2]1[N:7]=[C:6](Cl)[CH:5]=[CH:4][N:3]=1.[F-].[K+].C([Sn](CCCC)(CCCC)[C:16]([O:18][CH2:19][CH3:20])=[CH2:17])CCC. (2) Given the product [CH3:1][O:2][C:3](=[O:16])[C:4]1[CH:12]=[C:11]([N+:13]([O-:15])=[O:14])[CH:10]=[C:6]([C:7]([Cl:19])=[O:8])[CH:5]=1, predict the reactants needed to synthesize it. The reactants are: [CH3:1][O:2][C:3](=[O:16])[C:4]1[CH:12]=[C:11]([N+:13]([O-:15])=[O:14])[CH:10]=[C:6]([C:7](O)=[O:8])[CH:5]=1.S(Cl)([Cl:19])=O. (3) Given the product [CH3:12][N:13]1[CH2:18][CH2:17][N:16]([CH2:2][C:3]2[CH:8]=[CH:7][CH:6]=[C:5]([N+:9]([O-:11])=[O:10])[CH:4]=2)[CH2:15][CH2:14]1, predict the reactants needed to synthesize it. The reactants are: Br[CH2:2][C:3]1[CH:8]=[CH:7][CH:6]=[C:5]([N+:9]([O-:11])=[O:10])[CH:4]=1.[CH3:12][N:13]1[CH2:18][CH2:17][NH:16][CH2:15][CH2:14]1.C([O-])([O-])=O.[K+].[K+]. (4) Given the product [CH3:19][O:20][C:21](=[O:28])[C@@H:22]([NH:27][C:15]([C:7]1[CH:6]=[CH:5][C:4]([CH:1]2[CH2:2][CH2:3]2)=[C:9]([O:10][CH2:11][CH:12]2[CH2:13][CH2:14]2)[N:8]=1)=[O:17])[CH2:23][CH:24]1[CH2:26][CH2:25]1, predict the reactants needed to synthesize it. The reactants are: [CH:1]1([C:4]2[CH:5]=[CH:6][C:7]([C:15]([OH:17])=O)=[N:8][C:9]=2[O:10][CH2:11][CH:12]2[CH2:14][CH2:13]2)[CH2:3][CH2:2]1.Cl.[CH3:19][O:20][C:21](=[O:28])[C@@H:22]([NH2:27])[CH2:23][CH:24]1[CH2:26][CH2:25]1. (5) Given the product [C:1]([O:5][C:6]([N:8]1[CH2:13][CH2:12][CH:11]([O:14][C:18]2[C:22]3[CH:23]=[CH:24][CH:25]=[CH:26][C:21]=3[O:20][N:19]=2)[CH2:10][CH2:9]1)=[O:7])([CH3:4])([CH3:2])[CH3:3], predict the reactants needed to synthesize it. The reactants are: [C:1]([O:5][C:6]([N:8]1[CH2:13][CH2:12][CH:11]([OH:14])[CH2:10][CH2:9]1)=[O:7])([CH3:4])([CH3:3])[CH3:2].[H-].[Na+].Cl[C:18]1[C:22]2[CH:23]=[CH:24][CH:25]=[CH:26][C:21]=2[O:20][N:19]=1. (6) Given the product [CH3:11][O:10][C:8](=[O:9])[CH2:7][C:5]1[N:4]=[CH:3][N:2]([C:18]([C:12]2[CH:17]=[CH:16][CH:15]=[CH:14][CH:13]=2)([C:25]2[CH:26]=[CH:27][CH:28]=[CH:29][CH:30]=2)[C:19]2[CH:20]=[CH:21][CH:22]=[CH:23][CH:24]=2)[CH:6]=1, predict the reactants needed to synthesize it. The reactants are: Cl.[NH:2]1[CH:6]=[C:5]([CH2:7][C:8]([O:10][CH3:11])=[O:9])[N:4]=[CH:3]1.[C:12]1([C:18](Cl)([C:25]2[CH:30]=[CH:29][CH:28]=[CH:27][CH:26]=2)[C:19]2[CH:24]=[CH:23][CH:22]=[CH:21][CH:20]=2)[CH:17]=[CH:16][CH:15]=[CH:14][CH:13]=1.C(N(CC)CC)C.O.